Dataset: Reaction yield outcomes from USPTO patents with 853,638 reactions. Task: Predict the reaction yield, written as a fraction of the theoretical maximum amount of product (1.0 means a 100% yield; for example, 0.34 means a 34% yield). (1) The reactants are Br[C:2]1[CH:6]=[CH:5][S:4][C:3]=1[CH:7]=[O:8].[N+:9]([C:12]1[CH:17]=[CH:16][CH:15]=[CH:14][C:13]=1B(O)O)([O-:11])=[O:10].C([O-])(O)=O.[Na+]. The catalyst is COCCOC.C1C=CC([P]([Pd]([P](C2C=CC=CC=2)(C2C=CC=CC=2)C2C=CC=CC=2)([P](C2C=CC=CC=2)(C2C=CC=CC=2)C2C=CC=CC=2)[P](C2C=CC=CC=2)(C2C=CC=CC=2)C2C=CC=CC=2)(C2C=CC=CC=2)C2C=CC=CC=2)=CC=1. The product is [N+:9]([C:12]1[CH:17]=[CH:16][CH:15]=[CH:14][C:13]=1[C:2]1[CH:6]=[CH:5][S:4][C:3]=1[CH:7]=[O:8])([O-:11])=[O:10]. The yield is 0.830. (2) The reactants are C(O)(=O)C.[N+:5](/[CH:8]=[CH:9]/[C:10]1[CH:15]=[CH:14][C:13]([NH:16][C:17]2[CH:22]=[CH:21][CH:20]=[CH:19][CH:18]=2)=[CH:12][CH:11]=1)([O-:7])=[O:6].[BH4-].[Na+]. The catalyst is CS(C)=O. The product is [N+:5]([CH2:8][CH2:9][C:10]1[CH:15]=[CH:14][C:13]([NH:16][C:17]2[CH:22]=[CH:21][CH:20]=[CH:19][CH:18]=2)=[CH:12][CH:11]=1)([O-:7])=[O:6]. The yield is 0.620.